This data is from Experimentally validated miRNA-target interactions with 360,000+ pairs, plus equal number of negative samples. The task is: Binary Classification. Given a miRNA mature sequence and a target amino acid sequence, predict their likelihood of interaction. (1) The miRNA is mmu-miR-410-3p with sequence AAUAUAACACAGAUGGCCUGU. The protein sequence of the target gene is MRRDVRILLLGEAQVGKTSLILSLVGEEFPEEVPPRAEEITIPADVTPEKVPTHIVDYSEAEQTDEELREEIHKANVVCVVYDVSEEATIEKIRTKWIPLVNGGTTQGPRVPIILVGNKSDLRSGSSMEAVLPIMSQFPEIETCVECSAKNLRNISELFYYAQKAVLHPTAPLYDPEAKQLRPACAQALTRIFRLSDQDLDQALSDEELNAFQKSCFGHPLAPQALEDVKTVVCRNVAGGVREDRLTLDGFLFLNTLFIQRGRHETTWTILRRFGYSDALELTADYLSPLIHVPPGCSTE.... Result: 0 (no interaction). (2) The miRNA is hsa-miR-335-5p with sequence UCAAGAGCAAUAACGAAAAAUGU. The protein sequence of the target gene is MRIAVICFCLLGITCAIPVKQADSGSSEEKQLYNKYPDAVATWLNPDPSQKQNLLAPQNAVSSEETNDFKQETLPSKSNESHDHMDDMDDEDDDDHVDSQDSIDSNDSDDVDDTDDSHQSDESHHSDESDELVTDFPTDLPATEVFTPVVPTVDTYDGRGDSVVYGLRSKSKKFRRPDIQYPDATDEDITSHMESEELNGAYKAIPVAQDLNAPSDWDSRGKDSYETSQLDDQSAETHSHKQSRLYKRKANDESNEHSDVIDSQELSKVSREFHSHEFHSHEDMLVVDPKSKEEDKHLKF.... Result: 1 (interaction). (3) The miRNA is mmu-miR-216c-5p with sequence GAAGAAUCUCUACAGGUAAGUGU. The protein sequence of the target gene is MDGFYDQQVPFMVPGKSRSEECRGRPVIDRKRKFLDTDLAHDSEELFQDLSQLQEAWLAEAQVPDDEQFVPDFQSDNLVLHAPPPTKIKRELHSPSSELSSCSHEQALGANYGEKCLYNYCAYDRKPPSGFKPLTPPTTPLSPTHQNPLFPPPQATLPTSGHAPAAGPVQGVGPAPAPHSLPEPGPQQQTFAVPRPPHQPLQMPKMMPENQYPSEQRFQRQLSEPCHPFPPQPGVPGDNRPSYHRQMSEPIVPAAPPPPQGFKQEYHDPLYEHGVPGMPGPPAHGFQSPMGIKQEPRDYC.... Result: 0 (no interaction). (4) The miRNA is mmu-miR-669c-3p with sequence UACACACACACACACAAGUAAA. The protein sequence of the target gene is MKYPLVPLVSDLTLSFLVFWLCLPVALLLFLTIVWLHFLLSQESKEDDSDLCFNWEPWSKRPSECGCEETFPGEEDGLHW. Result: 1 (interaction). (5) The miRNA is hsa-miR-140-3p with sequence UACCACAGGGUAGAACCACGG. The protein sequence of the target gene is MEGLLHYINPAHAISLLSALNEERLKGQLCDVLLIVGDQKFRAHKNVLAASSEYFQSLFTNKENESQTVFQLDFCEPDAFDNVLNYIYSSSLFVEKSSLAAVQELGYSLGISFLTNIVSKTPQAPFPTCPNRKKVFVEDDENSSQKRSVIVCQSRNEAQGKTVSQNQPDVSHTSRPSPSIAVKANTNKPHVPKPIEPLHNLSLTEKSWPKDSSVVYAKSLEHSGSLDDPNRISLVKRNAVLPSKPLQDREAMDDKPGVSGQLPKGKALELALKRPRPPVLSVCSSSETPYLLKETNKGNG.... Result: 1 (interaction).